Task: Predict the reaction yield, written as a fraction of the theoretical maximum amount of product (1.0 means a 100% yield; for example, 0.34 means a 34% yield).. Dataset: Reaction yield outcomes from USPTO patents with 853,638 reactions (1) The reactants are [Br:1][C:2]1[CH:8]=[C:7]([O:9][CH3:10])[C:6]([Cl:11])=[CH:5][C:3]=1[NH2:4].C(N(CC)CC)C.[C:19](Cl)(=[O:21])[CH3:20].C([O-])(O)=O.[Na+]. The catalyst is C1COCC1. The product is [Br:1][C:2]1[CH:8]=[C:7]([O:9][CH3:10])[C:6]([Cl:11])=[CH:5][C:3]=1[NH:4][C:19](=[O:21])[CH3:20]. The yield is 0.690. (2) The reactants are [Cl:1][C:2]1[CH:7]=[CH:6][C:5]([C@@:8]2([OH:41])[CH2:13][CH2:12][N:11]([C:14](=[O:38])[C@H:15]([NH:19][C:20]([C@@H:22]3[CH2:26][CH2:25][C:24]([NH:30][C:31](=[O:37])[O:32][C:33]([CH3:36])([CH3:35])[CH3:34])([CH2:27][CH:28]=[O:29])[CH2:23]3)=[O:21])[CH:16]([CH3:18])[CH3:17])[CH2:10][C:9]2([CH3:40])[CH3:39])=[CH:4][CH:3]=1.[BH4-].[Na+]. The catalyst is CO. The product is [Cl:1][C:2]1[CH:7]=[CH:6][C:5]([C@@:8]2([OH:41])[CH2:13][CH2:12][N:11]([C:14](=[O:38])[C@H:15]([NH:19][C:20]([C@@H:22]3[CH2:26][CH2:25][C:24]([NH:30][C:31](=[O:37])[O:32][C:33]([CH3:35])([CH3:34])[CH3:36])([CH2:27][CH2:28][OH:29])[CH2:23]3)=[O:21])[CH:16]([CH3:17])[CH3:18])[CH2:10][C:9]2([CH3:39])[CH3:40])=[CH:4][CH:3]=1. The yield is 0.960. (3) The reactants are [Cl:1][C:2]1[C:3]([NH2:26])=[C:4]2[NH:10][C:9]([C:11]3[CH:16]=[CH:15][C:14]([O:17][CH2:18][CH2:19][N:20]4[CH2:25][CH2:24][O:23][CH2:22][CH2:21]4)=[CH:13][CH:12]=3)=[N:8][C:5]2=[N:6][CH:7]=1.CO[CH:29]1[CH2:33][CH2:32][CH:31](OC)O1. The catalyst is C(O)(=O)C. The product is [Cl:1][C:2]1[C:3]([N:26]2[CH:29]=[CH:33][CH:32]=[CH:31]2)=[C:4]2[NH:10][C:9]([C:11]3[CH:16]=[CH:15][C:14]([O:17][CH2:18][CH2:19][N:20]4[CH2:21][CH2:22][O:23][CH2:24][CH2:25]4)=[CH:13][CH:12]=3)=[N:8][C:5]2=[N:6][CH:7]=1. The yield is 0.880. (4) The yield is 0.0100. The product is [CH3:1][N:2]1[C:3](=[O:4])[N:5]2[CH:6]=[N:7][C:8]([C:12]3[O:13][CH:16]=[C:17]([C:19]4[CH:24]=[CH:23][CH:22]=[CH:21][CH:20]=4)[N:14]=3)=[C:9]2[N:10]=[N:11]1. The reactants are [CH3:1][N:2]1[N:11]=[N:10][C:9]2[N:5]([CH:6]=[N:7][C:8]=2[C:12]([NH2:14])=[O:13])[C:3]1=[O:4].Br[CH2:16][C:17]([C:19]1[CH:24]=[CH:23][CH:22]=[CH:21][CH:20]=1)=O. No catalyst specified. (5) The reactants are [CH3:1][N:2]1[C:6]([CH:7]([CH2:10][CH:11]=[CH2:12])[CH2:8][OH:9])=[C:5]([N+:13]([O-:15])=[O:14])[CH:4]=[N:3]1.[H-].[Na+].[CH2:18](Br)[CH:19]=[CH2:20]. The catalyst is CN(C=O)C. The product is [CH2:20]([O:9][CH2:8][CH:7]([C:6]1[N:2]([CH3:1])[N:3]=[CH:4][C:5]=1[N+:13]([O-:15])=[O:14])[CH2:10][CH:11]=[CH2:12])[CH:19]=[CH2:18]. The yield is 0.780.